Dataset: Reaction yield outcomes from USPTO patents with 853,638 reactions. Task: Predict the reaction yield, written as a fraction of the theoretical maximum amount of product (1.0 means a 100% yield; for example, 0.34 means a 34% yield). (1) The reactants are [CH3:1][O:2][C:3]([C:5]1[CH:6]=[C:7]([F:14])[CH:8]=[C:9]2[C:13]=1[NH:12][N:11]=[CH:10]2)=[O:4].I[CH2:16][CH:17]([CH3:19])[CH3:18]. No catalyst specified. The product is [CH3:1][O:2][C:3]([C:5]1[CH:6]=[C:7]([F:14])[CH:8]=[C:9]2[C:13]=1[N:12]([CH2:16][CH:17]([CH3:19])[CH3:18])[N:11]=[CH:10]2)=[O:4]. The yield is 0.410. (2) The catalyst is [Pd].CO. The product is [O:11]1[CH2:12][CH:9]([N:7]2[CH:8]=[C:4]([NH2:1])[N:5]=[CH:6]2)[CH2:10]1. The yield is 0.850. The reactants are [N+:1]([C:4]1[N:5]=[CH:6][N:7]([CH:9]2[CH2:12][O:11][CH2:10]2)[CH:8]=1)([O-])=O.